Dataset: Reaction yield outcomes from USPTO patents with 853,638 reactions. Task: Predict the reaction yield, written as a fraction of the theoretical maximum amount of product (1.0 means a 100% yield; for example, 0.34 means a 34% yield). The reactants are [C:1]([O:5][C:6](=[O:33])[NH:7][CH2:8][C@H:9]([CH2:25][C:26]1[CH:31]=[CH:30][C:29]([Cl:32])=[CH:28][CH:27]=1)[C:10](N1[C@H](C)[C@H](C2C=CC=CC=2)OC1=O)=[O:11])([CH3:4])([CH3:3])[CH3:2].[Li+].[OH-].OO.[O-:38]S([O-])=O.[Na+].[Na+]. The catalyst is C1COCC1.O.CCOC(C)=O. The product is [C:1]([O:5][C:6]([NH:7][CH2:8][C@H:9]([CH2:25][C:26]1[CH:31]=[CH:30][C:29]([Cl:32])=[CH:28][CH:27]=1)[C:10]([OH:11])=[O:38])=[O:33])([CH3:2])([CH3:3])[CH3:4]. The yield is 0.750.